From a dataset of Catalyst prediction with 721,799 reactions and 888 catalyst types from USPTO. Predict which catalyst facilitates the given reaction. (1) Reactant: [NH2:1][CH2:2][CH2:3][C:4]([N:6]([CH3:36])[C@@H:7]1[CH2:14][N:13]2[C:15]3[CH:16]=[C:17]([C:28]([O:30][CH3:31])=[O:29])[CH:18]=[CH:19][C:20]=3[C:21]([CH:22]3[CH2:27][CH2:26][CH2:25][CH2:24][CH2:23]3)=[C:12]2[C:11]2[CH:32]=[CH:33][CH:34]=[CH:35][C:10]=2[O:9][CH2:8]1)=O. Product: [NH2:1][CH2:2][CH2:3][CH2:4][N:6]([CH3:36])[C@@H:7]1[CH2:14][N:13]2[C:15]3[CH:16]=[C:17]([C:28]([O:30][CH3:31])=[O:29])[CH:18]=[CH:19][C:20]=3[C:21]([CH:22]3[CH2:27][CH2:26][CH2:25][CH2:24][CH2:23]3)=[C:12]2[C:11]2[CH:32]=[CH:33][CH:34]=[CH:35][C:10]=2[O:9][CH2:8]1. The catalyst class is: 1. (2) Reactant: [OH:1][C:2]1[CH:7]=[CH:6][C:5]([C:8](=[O:10])[CH3:9])=[C:4]([CH3:11])[CH:3]=1.[F:12][C:13]([F:26])([F:25])[S:14](O[S:14]([C:13]([F:26])([F:25])[F:12])(=[O:16])=[O:15])(=[O:16])=[O:15].CCOC(C)=O.CCCCCC. Product: [C:8]([C:5]1[CH:6]=[CH:7][C:2]([O:1][S:14]([C:13]([F:26])([F:25])[F:12])(=[O:16])=[O:15])=[CH:3][C:4]=1[CH3:11])(=[O:10])[CH3:9]. The catalyst class is: 17. (3) Reactant: C([O:5][C:6]([C:8]1[CH:32]=[CH:31][C:11]([CH2:12][O:13][C:14](=[O:30])[C:15]2[CH:20]=[CH:19][C:18]([CH2:21][N:22]3[CH2:26][C:25](=[O:27])[NH:24][S:23]3(=[O:29])=[O:28])=[CH:17][CH:16]=2)=[CH:10][CH:9]=1)=[O:7])(C)(C)C.C(O)(C(F)(F)F)=O. Product: [C:6]([C:8]1[CH:9]=[CH:10][C:11]([CH2:12][O:13][C:14](=[O:30])[C:15]2[CH:16]=[CH:17][C:18]([CH2:21][N:22]3[CH2:26][C:25](=[O:27])[NH:24][S:23]3(=[O:28])=[O:29])=[CH:19][CH:20]=2)=[CH:31][CH:32]=1)([OH:7])=[O:5]. The catalyst class is: 2. (4) Reactant: [CH2:1]([CH:8]1[C:17]2[C:12](=[CH:13][CH:14]=[C:15]([O:18]C)[CH:16]=2)[O:11][CH2:10][CH:9]1[NH:20][C:21](=[O:25])[O:22][CH2:23][CH3:24])[C:2]1[CH:7]=[CH:6][CH:5]=[CH:4][CH:3]=1.B(Br)(Br)Br.C(=O)([O-])O.[Na+]. Product: [CH2:1]([CH:8]1[C:17]2[C:12](=[CH:13][CH:14]=[C:15]([OH:18])[CH:16]=2)[O:11][CH2:10][CH:9]1[NH:20][C:21](=[O:25])[O:22][CH2:23][CH3:24])[C:2]1[CH:3]=[CH:4][CH:5]=[CH:6][CH:7]=1. The catalyst class is: 2.